From a dataset of Reaction yield outcomes from USPTO patents with 853,638 reactions. Predict the reaction yield, written as a fraction of the theoretical maximum amount of product (1.0 means a 100% yield; for example, 0.34 means a 34% yield). (1) The reactants are [Cl:1][CH2:2][CH:3]1[C:11]2[C:10]3[CH:12]=[CH:13][C:14]([S:16]([Cl:19])(=[O:18])=[O:17])=[CH:15][C:9]=3[CH:8]=[CH:7][C:6]=2[N:5]([C:20](=[O:25])[C:21]([F:24])([F:23])[F:22])[CH2:4]1.[N+:26]([O-])([O-:28])=[O:27].[K+]. The catalyst is OS(O)(=O)=O. The product is [Cl:1][CH2:2][CH:3]1[C:11]2[C:10]3[CH:12]=[CH:13][C:14]([S:16]([Cl:19])(=[O:18])=[O:17])=[CH:15][C:9]=3[C:8]([N+:26]([O-:28])=[O:27])=[CH:7][C:6]=2[N:5]([C:20](=[O:25])[C:21]([F:24])([F:23])[F:22])[CH2:4]1. The yield is 0.670. (2) The reactants are C[O:2][C:3]1[CH:4]=[CH:5][C:6]2[C:10]([C:11]([C:13]3[CH:45]=[CH:44][C:16]([O:17][CH2:18][CH2:19][CH2:20][CH2:21][CH2:22][C:23]([CH2:34][CH2:35][CH2:36][C:37]([F:43])([F:42])[C:38]([F:41])([F:40])[F:39])([C:29]([O:31][CH2:32][CH3:33])=[O:30])[C:24]([O:26][CH2:27][CH3:28])=[O:25])=[CH:15][CH:14]=3)=[O:12])=[C:9]([C:46]3[CH:51]=[CH:50][C:49]([O:52]C)=[CH:48][CH:47]=3)[S:8][C:7]=2[CH:54]=1.[Cl-].[Al+3].[Cl-].[Cl-].C(S)C.O1CCCC1. The catalyst is ClCCl.O. The product is [OH:2][C:3]1[CH:4]=[CH:5][C:6]2[C:10]([C:11]([C:13]3[CH:45]=[CH:44][C:16]([O:17][CH2:18][CH2:19][CH2:20][CH2:21][CH2:22][C:23]([CH2:34][CH2:35][CH2:36][C:37]([F:43])([F:42])[C:38]([F:39])([F:40])[F:41])([C:24]([O:26][CH2:27][CH3:28])=[O:25])[C:29]([O:31][CH2:32][CH3:33])=[O:30])=[CH:15][CH:14]=3)=[O:12])=[C:9]([C:46]3[CH:51]=[CH:50][C:49]([OH:52])=[CH:48][CH:47]=3)[S:8][C:7]=2[CH:54]=1. The yield is 0.790. (3) The reactants are Br[C:2]1[N:7]=[C:6]2[N:8]([CH2:13][CH2:14][O:15][CH3:16])[C:9](=[O:12])[CH2:10][NH:11][C:5]2=[N:4][CH:3]=1.C[Sn](C)(C)[C:19]1[CH:20]=[CH:21][C:22]([C:25]([OH:28])([CH3:27])[CH3:26])=[N:23][CH:24]=1. The catalyst is CN(C)C=O.Cl[Pd](Cl)([P](C1C=CC=CC=1)(C1C=CC=CC=1)C1C=CC=CC=1)[P](C1C=CC=CC=1)(C1C=CC=CC=1)C1C=CC=CC=1. The product is [OH:28][C:25]([C:22]1[N:23]=[CH:24][C:19]([C:2]2[N:7]=[C:6]3[N:8]([CH2:13][CH2:14][O:15][CH3:16])[C:9](=[O:12])[CH2:10][NH:11][C:5]3=[N:4][CH:3]=2)=[CH:20][CH:21]=1)([CH3:27])[CH3:26]. The yield is 0.380. (4) The catalyst is CN(C1C=CN=CC=1)C.C1COCC1. The reactants are [NH2:1][C:2]1[N:7]=[C:6]([C:8]([O:10][CH2:11][CH3:12])=[O:9])[CH:5]=[CH:4][CH:3]=1.[C:13](O[C:13]([O:15][C:16]([CH3:19])([CH3:18])[CH3:17])=[O:14])([O:15][C:16]([CH3:19])([CH3:18])[CH3:17])=[O:14]. The product is [C:16]([O:15][C:13]([NH:1][C:2]1[N:7]=[C:6]([C:8]([O:10][CH2:11][CH3:12])=[O:9])[CH:5]=[CH:4][CH:3]=1)=[O:14])([CH3:19])([CH3:18])[CH3:17]. The yield is 1.00.